From a dataset of Full USPTO retrosynthesis dataset with 1.9M reactions from patents (1976-2016). Predict the reactants needed to synthesize the given product. (1) Given the product [CH3:45][C:46]1([CH3:54])[O:50][C@@H:49]([CH2:51][O:52][NH:53][C:32]([C:30]2[N:29]([CH2:35][C:36]3[CH:41]=[CH:40][C:39]([I:42])=[CH:38][C:37]=3[F:43])[C:25]3=[CH:26][N:27]=[CH:28][C:23]([Br:22])=[C:24]3[CH:31]=2)=[O:33])[CH2:48][O:47]1, predict the reactants needed to synthesize it. The reactants are: CCN=C=NCCCN(C)C.C1C=CC2N(O)N=NC=2C=1.[Br:22][C:23]1[CH:28]=[N:27][CH:26]=[C:25]2[N:29]([CH2:35][C:36]3[CH:41]=[CH:40][C:39]([I:42])=[CH:38][C:37]=3[F:43])[C:30]([C:32]([O-])=[O:33])=[CH:31][C:24]=12.[Na+].[CH3:45][C:46]1([CH3:54])[O:50][C@@H:49]([CH2:51][O:52][NH2:53])[CH2:48][O:47]1.CCN(C(C)C)C(C)C. (2) Given the product [NH2:37][C@@H:35]([C:31]1[CH:30]=[C:29]([C:2]2[CH:20]=[CH:19][CH:18]=[C:4]([CH2:5][O:6][C:7]3[CH:12]=[CH:11][CH:10]=[CH:9][C:8]=3[CH2:13][C:14]([OH:16])=[O:15])[CH:3]=2)[CH:34]=[CH:33][CH:32]=1)[CH3:36], predict the reactants needed to synthesize it. The reactants are: Br[C:2]1[CH:3]=[C:4]([CH:18]=[CH:19][CH:20]=1)[CH2:5][O:6][C:7]1[CH:12]=[CH:11][CH:10]=[CH:9][C:8]=1[CH2:13][C:14]([O:16]C)=[O:15].CC1(C)C(C)(C)OB([C:29]2[CH:30]=[C:31]([C@H:35]([NH:37]C(=O)OC(C)(C)C)[CH3:36])[CH:32]=[CH:33][CH:34]=2)O1.C(Cl)Cl.[O-]P([O-])([O-])=O.[K+].[K+].[K+]. (3) Given the product [Cl:108][C:106]1[CH:105]=[C:104]([F:109])[C:103]([C:110]2[N:114]=[C:113]([CH3:115])[O:112][N:111]=2)=[C:102]([C:99]2[CH:100]=[CH:101][C:96]([C@H:94]([NH:93][C:92]([C:88]3([NH2:87])[CH2:91][O:90][CH2:89]3)=[O:117])[CH3:95])=[C:97]([F:116])[CH:98]=2)[CH:107]=1, predict the reactants needed to synthesize it. The reactants are: C(OC(=O)N[C@@H](C1C=CC(C2C=C(Cl)C=C(F)C=2C2N=C(C)ON=2)=CC=1F)C)(C)(C)C.BrC1C=C(Cl)C=C(F)C=1C1N=C(C)ON=1.ClC1C=C(F)C(C2N=C(C)ON=2)=C(C2C=CC([C@H](N)C)=C(F)C=2)C=1.C1C2C(COC(=O)[NH:87][C:88]3([C:92](=[O:117])[NH:93][C@@H:94]([C:96]4[CH:101]=[CH:100][C:99]([C:102]5[CH:107]=[C:106]([Cl:108])[CH:105]=[C:104]([F:109])[C:103]=5[C:110]5[N:114]=[C:113]([CH3:115])[O:112][N:111]=5)=[CH:98][C:97]=4[F:116])[CH3:95])[CH2:91][O:90][CH2:89]3)C3C(=CC=CC=3)C=2C=CC=1. (4) Given the product [CH3:1][N:2]1[C:6]([C:7]2[S:16][C:10]3[N:11]=[CH:12][N:13]=[C:14]([NH:15][C:24](=[O:25])[CH3:23])[C:9]=3[CH:8]=2)=[C:5]([C:17]2[CH:18]=[CH:19][CH:20]=[CH:21][CH:22]=2)[N:4]=[CH:3]1, predict the reactants needed to synthesize it. The reactants are: [CH3:1][N:2]1[C:6]([C:7]2[S:16][C:10]3[N:11]=[CH:12][N:13]=[C:14]([NH2:15])[C:9]=3[CH:8]=2)=[C:5]([C:17]2[CH:22]=[CH:21][CH:20]=[CH:19][CH:18]=2)[N:4]=[CH:3]1.[CH3:23][C:24](N(C)C)=[O:25].CCN(C(C)C)C(C)C.C(OC(=O)C)(=O)C. (5) Given the product [O-:16][N+:17]1[C:22]2[CH:23]=[C:24]3[C:28](=[CH:29][C:21]=2[N+:20]([O-:4])=[C:19]([NH:30][CH2:31][CH2:32][N:33]([CH2:34][CH2:35][CH3:36])[CH2:37][CH2:38][CH3:39])[N:18]=1)[CH2:27][CH2:26][CH2:25]3, predict the reactants needed to synthesize it. The reactants are: OO.C(OC(C(F)(F)F)=O)(C(F)(F)F)=[O:4].[O-:16][N+:17]1[C:22]2[CH:23]=[C:24]3[C:28](=[CH:29][C:21]=2[N:20]=[C:19]([NH:30][CH2:31][CH2:32][N:33]([CH2:37][CH2:38][CH3:39])[CH2:34][CH2:35][CH3:36])[N:18]=1)[CH2:27][CH2:26][CH2:25]3.C(O)(C(F)(F)F)=O.